From a dataset of Full USPTO retrosynthesis dataset with 1.9M reactions from patents (1976-2016). Predict the reactants needed to synthesize the given product. (1) The reactants are: [CH2:1]([O:8][C:9]1[C:10]([C:28]([OH:30])=[O:29])=[N:11][C:12]([CH2:16][C:17]2([C:22]3[CH:27]=[CH:26][CH:25]=[CH:24][CH:23]=3)[CH2:21][CH2:20][CH2:19][CH2:18]2)=[N:13][C:14]=1[OH:15])[C:2]1[CH:7]=[CH:6][CH:5]=[CH:4][CH:3]=1.[Si:31]([O:38][CH2:39][CH2:40][NH:41][CH2:42][CH:43]1[CH2:45][CH2:44]1)([C:34]([CH3:37])([CH3:36])[CH3:35])([CH3:33])[CH3:32].C(N(CC)C(C)C)(C)C.CN(C(ON1N=NC2C=CC=NC1=2)=[N+](C)C)C.F[P-](F)(F)(F)(F)F. Given the product [Si:31]([O:38][CH2:39][CH2:40][N:41]([CH2:42][CH:43]1[CH2:44][CH2:45]1)[C:28]([C:10]1[C:9]([O:8][CH2:1][C:2]2[CH:7]=[CH:6][CH:5]=[CH:4][CH:3]=2)=[C:14]([OH:15])[N:13]=[C:12]([CH2:16][C:17]2([C:22]3[CH:23]=[CH:24][CH:25]=[CH:26][CH:27]=3)[CH2:21][CH2:20][CH2:19][CH2:18]2)[N:11]=1)=[O:29])([C:34]([CH3:37])([CH3:36])[CH3:35])([CH3:33])[CH3:32].[CH2:1]([O:8][C:9]1[C:10]([C:28]([OH:30])=[O:29])=[N:11][C:12]([CH2:16][C:17]2([C:22]3[CH:27]=[CH:26][CH:25]=[CH:24][CH:23]=3)[CH2:18][CH2:19][CH2:20][CH2:21]2)=[N:13][C:14]=1[OH:15])[C:2]1[CH:7]=[CH:6][CH:5]=[CH:4][CH:3]=1, predict the reactants needed to synthesize it. (2) Given the product [CH3:28][N:29]([CH2:9][CH:10]1[CH2:15][CH2:14][CH:13]([C:16]([O:18][CH2:19][CH3:20])=[O:17])[CH2:12][N:11]1[CH2:21][CH2:22][C:23]([O:25][CH2:26][CH3:27])=[O:24])[CH3:30], predict the reactants needed to synthesize it. The reactants are: C(O[CH2:9][CH:10]1[CH2:15][CH2:14][CH:13]([C:16]([O:18][CH2:19][CH3:20])=[O:17])[CH2:12][N:11]1[CH2:21][CH2:22][C:23]([O:25][CH2:26][CH3:27])=[O:24])C1C=CC=CC=1.[CH3:28][N:29](CC1C=CC(C(OCC)=O)=CN=1)[CH3:30].Cl.C(OCC)(=O)C=C. (3) Given the product [CH2:1]([N:3]1[CH:7]=[C:6]([C:8]2[C:13]([F:14])=[CH:12][N:11]=[C:10]3[NH:15][CH:16]=[CH:17][C:9]=23)[C:5]([C:18]2[CH:23]=[CH:22][C:21]([NH2:24])=[CH:20][CH:19]=2)=[N:4]1)[CH3:2], predict the reactants needed to synthesize it. The reactants are: [CH2:1]([N:3]1[CH:7]=[C:6]([C:8]2[C:13]([F:14])=[CH:12][N:11]=[C:10]3[NH:15][CH:16]=[CH:17][C:9]=23)[C:5]([C:18]2[CH:23]=[CH:22][C:21]([N+:24]([O-])=O)=[CH:20][CH:19]=2)=[N:4]1)[CH3:2].[Sn].Cl. (4) Given the product [CH3:16][CH:10]([C:9]([C:6]1[CH:5]=[CH:4][C:3]([S:2][CH3:1])=[CH:8][CH:7]=1)=[O:15])[C:11]([O:13][CH3:14])=[O:12], predict the reactants needed to synthesize it. The reactants are: [CH3:1][S:2][C:3]1[CH:8]=[CH:7][C:6]([C:9](=[O:15])[CH2:10][C:11]([O:13][CH3:14])=[O:12])=[CH:5][CH:4]=1.[C:16](=O)([O-])[O-].[K+].[K+].CI.O. (5) The reactants are: [CH3:1][O:2][N:3]([CH3:21])[C:4]([CH:6]1[CH2:11][CH2:10][N:9]([C:12]2[CH:17]=[CH:16][C:15]([N+:18]([O-])=O)=[CH:14][CH:13]=2)[CH2:8][CH2:7]1)=[O:5].C(=O)=O.[H][H].[ClH:27]. Given the product [ClH:27].[ClH:27].[CH3:1][O:2][N:3]([CH3:21])[C:4]([CH:6]1[CH2:11][CH2:10][N:9]([C:12]2[CH:13]=[CH:14][C:15]([NH2:18])=[CH:16][CH:17]=2)[CH2:8][CH2:7]1)=[O:5], predict the reactants needed to synthesize it. (6) Given the product [CH3:13][O:12][C:9]1[CH:10]=[C:11]2[C:6](=[CH:7][C:8]=1[O:14][CH2:15][CH2:16][CH2:17][N:18]1[CH2:23][CH2:22][O:21][CH2:20][CH2:19]1)[N:5]=[CH:4][N:3]=[C:2]2[NH:24][C:25]1[S:29][CH:28]=[C:27]([C:30]([OH:32])=[O:31])[CH:26]=1, predict the reactants needed to synthesize it. The reactants are: Cl[C:2]1[C:11]2[C:6](=[CH:7][C:8]([O:14][CH2:15][CH2:16][CH2:17][N:18]3[CH2:23][CH2:22][O:21][CH2:20][CH2:19]3)=[C:9]([O:12][CH3:13])[CH:10]=2)[N:5]=[CH:4][N:3]=1.[NH2:24][C:25]1[S:29][CH:28]=[C:27]([C:30]([O:32]CC)=[O:31])[CH:26]=1. (7) Given the product [F:11][C:4]1[C:3]([CH2:2][O:13][CH3:12])=[CH:10][CH:9]=[CH:8][C:5]=1[C:6]#[N:7], predict the reactants needed to synthesize it. The reactants are: Br[CH2:2][C:3]1[C:4]([F:11])=[C:5]([CH:8]=[CH:9][CH:10]=1)[C:6]#[N:7].[CH3:12][O-:13].[Na+]. (8) Given the product [CH3:19][O:20][C:21]([C:22]1[CH:27]=[CH:26][CH:25]=[CH:24][C:23]=1[NH:1][C:2]1[N:6]([C:7]2[CH:12]=[CH:11][CH:10]=[CH:9][CH:8]=2)[N:5]=[C:4]([CH3:13])[CH:3]=1)=[O:29], predict the reactants needed to synthesize it. The reactants are: [NH2:1][C:2]1[N:6]([C:7]2[CH:12]=[CH:11][CH:10]=[CH:9][CH:8]=2)[N:5]=[C:4]([CH3:13])[CH:3]=1.CCOCC.[CH3:19][O:20][C:21](=[O:29])[C:22]1[CH:27]=[CH:26][CH:25]=[CH:24][C:23]=1Br.C(=O)([O-])[O-].[Cs+].[Cs+].